Dataset: Reaction yield outcomes from USPTO patents with 853,638 reactions. Task: Predict the reaction yield, written as a fraction of the theoretical maximum amount of product (1.0 means a 100% yield; for example, 0.34 means a 34% yield). (1) The reactants are [Br:1][C:2]1[CH:9]=[C:8]([Cl:10])[CH:7]=[CH:6][C:3]=1[CH:4]=O.[N:11]1([C:17]([O:19][C:20]([CH3:23])([CH3:22])[CH3:21])=[O:18])[CH2:16][CH2:15][NH:14][CH2:13][CH2:12]1.C(O[BH-](OC(=O)C)OC(=O)C)(=O)C.[Na+]. The catalyst is ClCCCl. The product is [Br:1][C:2]1[CH:9]=[C:8]([Cl:10])[CH:7]=[CH:6][C:3]=1[CH2:4][N:14]1[CH2:13][CH2:12][N:11]([C:17]([O:19][C:20]([CH3:23])([CH3:22])[CH3:21])=[O:18])[CH2:16][CH2:15]1. The yield is 0.750. (2) The reactants are [Cl:1][C:2]1[CH:3]=[C:4]([C:9](O)([C:22]([F:25])([F:24])[F:23])[CH2:10][C:11]([C:13]2[CH:14]=[CH:15][C:16]([F:21])=[C:17]([CH:20]=2)[C:18]#[N:19])=[O:12])[CH:5]=[C:6]([Cl:8])[CH:7]=1.S(Cl)(Cl)=O.N1C=CC=CC=1. The catalyst is C1(C)C=CC=CC=1. The product is [Cl:1][C:2]1[CH:3]=[C:4]([C:9]([C:22]([F:25])([F:24])[F:23])=[CH:10][C:11]([C:13]2[CH:14]=[CH:15][C:16]([F:21])=[C:17]([CH:20]=2)[C:18]#[N:19])=[O:12])[CH:5]=[C:6]([Cl:8])[CH:7]=1. The yield is 0.852. (3) The reactants are CC1(C)[O:7][C:6](=[O:8])[CH2:5][C:4](=[O:9])O1.[CH:11]([NH:14][C:15]1[CH:22]=[CH:21][CH:20]=[CH:19][C:16]=1[CH:17]=O)([CH3:13])[CH3:12].C(O)(=O)C.C(N)CN. The catalyst is CO. The product is [CH:11]([N:14]1[C:15]2[C:16](=[CH:19][CH:20]=[CH:21][CH:22]=2)[CH:17]=[C:5]([C:6]([OH:7])=[O:8])[C:4]1=[O:9])([CH3:13])[CH3:12]. The yield is 0.980. (4) The reactants are [CH2:1]([N:8]([CH2:18][CH2:19][CH2:20][N:21]([CH2:31][C:32]1[CH:37]=[CH:36][CH:35]=[CH:34][CH:33]=1)[C:22]([O:24][CH2:25][C:26]1[S:30][CH:29]=[N:28][CH:27]=1)=[O:23])[C:9](=[O:17])[O:10][CH2:11][C:12]1[S:16][CH:15]=[N:14][CH:13]=1)[C:2]1[CH:7]=[CH:6][CH:5]=[CH:4][CH:3]=1.[H-].[Na+].[C:40](C1C=CC(CBr)=CC=1)([CH3:43])([CH3:42])[CH3:41]. No catalyst specified. The product is [C:40]([C:35]1[CH:34]=[CH:33][C:32]([CH2:31][N:21]([CH2:20][CH2:19][CH2:18][N:8]([CH2:1][C:2]2[CH:7]=[CH:6][C:5]([C:2]([CH3:7])([CH3:3])[CH3:1])=[CH:4][CH:3]=2)[C:9]([O:10][CH2:11][C:12]2[S:16][CH:15]=[N:14][CH:13]=2)=[O:17])[C:22](=[O:23])[O:24][CH2:25][C:26]2[S:30][CH:29]=[N:28][CH:27]=2)=[CH:37][CH:36]=1)([CH3:43])([CH3:42])[CH3:41]. The yield is 0.320. (5) The reactants are S1C=CN=[N:2]1.[BH4-].[Na+].CO[C:10]([C:12]1[CH:20]=[CH:19][C:15]2[N:16]=[N:17][S:18][C:14]=2[CH:13]=1)=O. The catalyst is CO. The product is [NH2:2][CH2:10][C:12]1[CH:20]=[CH:19][C:15]2[N:16]=[N:17][S:18][C:14]=2[CH:13]=1. The yield is 0.450. (6) The reactants are [F:1][C:2]([F:17])([F:16])[C:3]1[CH:4]=[C:5](B(O)O)[CH:6]=[C:7]([C:9]([F:12])([F:11])[F:10])[CH:8]=1.I[C:19]1[N:20]=[CH:21][NH:22][CH:23]=1.C([O-])(O)=O.[Na+].ClCCl. The catalyst is O1CCOCC1.O.CO.ClCCl. The product is [F:1][C:2]([F:17])([F:16])[C:3]1[CH:4]=[C:5]([C:19]2[N:20]=[CH:21][NH:22][CH:23]=2)[CH:6]=[C:7]([C:9]([F:12])([F:11])[F:10])[CH:8]=1. The yield is 0.236.